Regression. Given two drug SMILES strings and cell line genomic features, predict the synergy score measuring deviation from expected non-interaction effect. From a dataset of NCI-60 drug combinations with 297,098 pairs across 59 cell lines. (1) Drug 1: CC1=CC2C(CCC3(C2CCC3(C(=O)C)OC(=O)C)C)C4(C1=CC(=O)CC4)C. Drug 2: C1CN(P(=O)(OC1)NCCCl)CCCl. Cell line: MCF7. Synergy scores: CSS=-16.4, Synergy_ZIP=4.35, Synergy_Bliss=-6.72, Synergy_Loewe=-17.5, Synergy_HSA=-17.8. (2) Drug 1: CC(C)(C#N)C1=CC(=CC(=C1)CN2C=NC=N2)C(C)(C)C#N. Drug 2: CCCCCOC(=O)NC1=NC(=O)N(C=C1F)C2C(C(C(O2)C)O)O. Cell line: SF-268. Synergy scores: CSS=-0.346, Synergy_ZIP=-0.178, Synergy_Bliss=-2.04, Synergy_Loewe=-2.73, Synergy_HSA=-3.61. (3) Drug 1: C1=C(C(=O)NC(=O)N1)F. Drug 2: CC1CCCC2(C(O2)CC(NC(=O)CC(C(C(=O)C(C1O)C)(C)C)O)C(=CC3=CSC(=N3)C)C)C. Cell line: SF-539. Synergy scores: CSS=48.7, Synergy_ZIP=-6.87, Synergy_Bliss=-14.5, Synergy_Loewe=-13.0, Synergy_HSA=-13.0.